The task is: Predict the reactants needed to synthesize the given product.. This data is from Full USPTO retrosynthesis dataset with 1.9M reactions from patents (1976-2016). (1) The reactants are: Br[C:2]1[C:7]([N+:8]([O-:10])=[O:9])=[CH:6][C:5]([Br:11])=[CH:4][N:3]=1.CC1(C)C(C)(C)OB([C:20]2[CH2:21][CH2:22][O:23][CH2:24][CH:25]=2)O1.C(=O)([O-])[O-].[Na+].[Na+]. Given the product [Br:11][C:5]1[CH:6]=[C:7]([N+:8]([O-:10])=[O:9])[C:2]([C:20]2[CH2:25][CH2:24][O:23][CH2:22][CH:21]=2)=[N:3][CH:4]=1, predict the reactants needed to synthesize it. (2) Given the product [CH:10]1([CH2:13][CH2:14][NH:15][C:16]([C:18]2[N:19]=[N:20][C:21]([N:24]3[CH2:29][CH2:28][N:27]([C:5](=[O:6])[CH:4]=[CH:3][C:2]([F:9])([F:8])[F:1])[CH2:26][CH2:25]3)=[CH:22][CH:23]=2)=[O:17])[CH2:12][CH2:11]1, predict the reactants needed to synthesize it. The reactants are: [F:1][C:2]([F:9])([F:8])[CH:3]=[CH:4][C:5](O)=[O:6].[CH:10]1([CH2:13][CH2:14][NH:15][C:16]([C:18]2[N:19]=[N:20][C:21]([N:24]3[CH2:29][CH2:28][NH:27][CH2:26][CH2:25]3)=[CH:22][CH:23]=2)=[O:17])[CH2:12][CH2:11]1. (3) Given the product [F:24][C:25]1[CH:30]=[CH:29][C:28]([C:2]2[N:7]=[CH:6][N:5]=[C:4]([NH:8][C:9]3[CH:14]=[CH:13][CH:12]=[C:11]([CH2:15][S:16]([CH:18]4[CH2:23][CH2:22][O:21][CH2:20][CH2:19]4)=[O:17])[CH:10]=3)[N:3]=2)=[C:27]([O:34][CH3:35])[CH:26]=1, predict the reactants needed to synthesize it. The reactants are: Cl[C:2]1[N:7]=[CH:6][N:5]=[C:4]([NH:8][C:9]2[CH:14]=[CH:13][CH:12]=[C:11]([CH2:15][S:16]([CH:18]3[CH2:23][CH2:22][O:21][CH2:20][CH2:19]3)=[O:17])[CH:10]=2)[N:3]=1.[F:24][C:25]1[CH:30]=[CH:29][C:28](B(O)O)=[C:27]([O:34][CH3:35])[CH:26]=1. (4) The reactants are: [NH:1]1[CH:5]=[CH:4][C:3]([C:6]([OH:8])=O)=[CH:2]1.Cl.[O:10]([CH2:17][CH2:18][C@@H:19]1[CH2:24][CH2:23][C@H:22]([CH2:25][NH2:26])[CH2:21][CH2:20]1)[C:11]1[CH:16]=[CH:15][CH:14]=[CH:13][CH:12]=1. Given the product [O:10]([CH2:17][CH2:18][C@@H:19]1[CH2:24][CH2:23][C@H:22]([CH2:25][NH:26][C:6]([C:3]2[CH:4]=[CH:5][NH:1][CH:2]=2)=[O:8])[CH2:21][CH2:20]1)[C:11]1[CH:16]=[CH:15][CH:14]=[CH:13][CH:12]=1, predict the reactants needed to synthesize it. (5) Given the product [Cl:28][C:16]1[C:17]2[C:9]([C:6]3[CH:7]=[CH:8][C:3]([CH2:1][CH3:2])=[CH:4][CH:5]=3)=[CH:10][O:11][C:12]=2[N:13]=[CH:14][N:15]=1, predict the reactants needed to synthesize it. The reactants are: [CH2:1]([C:3]1[CH:8]=[CH:7][C:6]([C:9]2[C:17]3[C:16](=O)[NH:15][CH:14]=[N:13][C:12]=3[O:11][CH:10]=2)=[CH:5][CH:4]=1)[CH3:2].S1(CCCC1)(=O)=O.P(Cl)(Cl)([Cl:28])=O. (6) Given the product [Br:1][C:2]1[CH:3]=[N:4][CH:5]=[CH:6][C:7]=1[CH2:8][NH:9][S:18]([CH2:16][CH3:17])(=[O:20])=[O:19], predict the reactants needed to synthesize it. The reactants are: [Br:1][C:2]1[CH:3]=[N:4][CH:5]=[CH:6][C:7]=1[CH2:8][NH2:9].C([O-])([O-])=O.[Na+].[Na+].[CH2:16]([S:18](Cl)(=[O:20])=[O:19])[CH3:17]. (7) The reactants are: C[O:2][C:3](=[O:45])[C@@H:4]([NH:30][C:31]1[CH:36]=[CH:35][CH:34]=[CH:33][C:32]=1[C:37](=[O:44])[C:38]1[CH:43]=[CH:42][CH:41]=[CH:40][CH:39]=1)[CH2:5][C:6]1[CH:11]=[CH:10][C:9]([O:12][CH2:13][CH2:14][N:15]2[C:21]3[CH:22]=[CH:23][CH:24]=[CH:25][C:20]=3[CH2:19][CH2:18][C:17]3[CH:26]=[CH:27][CH:28]=[CH:29][C:16]2=3)=[CH:8][CH:7]=1.[OH-].[Na+]. Given the product [C:37]([C:32]1[CH:33]=[CH:34][CH:35]=[CH:36][C:31]=1[NH:30][C@@H:4]([CH2:5][C:6]1[CH:11]=[CH:10][C:9]([O:12][CH2:13][CH2:14][N:15]2[C:21]3[CH:22]=[CH:23][CH:24]=[CH:25][C:20]=3[CH2:19][CH2:18][C:17]3[CH:26]=[CH:27][CH:28]=[CH:29][C:16]2=3)=[CH:8][CH:7]=1)[C:3]([OH:45])=[O:2])(=[O:44])[C:38]1[CH:43]=[CH:42][CH:41]=[CH:40][CH:39]=1, predict the reactants needed to synthesize it.